This data is from Full USPTO retrosynthesis dataset with 1.9M reactions from patents (1976-2016). The task is: Predict the reactants needed to synthesize the given product. (1) Given the product [CH:1](=[O:13])[CH2:2][CH2:3][CH2:4][CH2:5][CH2:6][CH2:7][CH2:8][CH2:9][CH2:10][CH3:11], predict the reactants needed to synthesize it. The reactants are: [CH:1]1([OH:13])C[CH2:11][CH2:10][CH2:9][CH2:8][CH2:7][CH2:6][CH2:5][CH2:4][CH2:3][CH2:2]1.C1(=O)CCCCCCCCCCC1.C1CCCCCCCCCCC1. (2) Given the product [Cl:35][C:34]1[C:33]([O:36][CH:37]2[CH2:42][CH2:41][N:40]([C:43]3([CH3:47])[CH2:44][O:45][CH2:46]3)[CH2:39][CH2:38]2)=[CH:32][C:29]([C:30]#[N:31])=[CH:28][C:27]=1[NH:26][C:2]1[N:7]=[C:6]([N:8]([CH:18]2[CH2:19][CH2:20]2)[CH2:9][C:10]2[CH:11]=[CH:12][C:13]([O:16][CH3:17])=[CH:14][CH:15]=2)[C:5]2=[N:21][CH:22]=[C:23]([C:24]#[N:25])[N:4]2[N:3]=1, predict the reactants needed to synthesize it. The reactants are: Cl[C:2]1[N:7]=[C:6]([N:8]([CH:18]2[CH2:20][CH2:19]2)[CH2:9][C:10]2[CH:15]=[CH:14][C:13]([O:16][CH3:17])=[CH:12][CH:11]=2)[C:5]2=[N:21][CH:22]=[C:23]([C:24]#[N:25])[N:4]2[N:3]=1.[NH2:26][C:27]1[CH:28]=[C:29]([CH:32]=[C:33]([O:36][CH:37]2[CH2:42][CH2:41][N:40]([C:43]3([CH3:47])[CH2:46][O:45][CH2:44]3)[CH2:39][CH2:38]2)[C:34]=1[Cl:35])[C:30]#[N:31].CC1(C)C2C(=C(P(C3C=CC=CC=3)C3C=CC=CC=3)C=CC=2)OC2C(P(C3C=CC=CC=3)C3C=CC=CC=3)=CC=CC1=2.C(=O)([O-])[O-].[Cs+].[Cs+]. (3) Given the product [OH:30][C@H:28]1[CH2:27][C@H:26]([CH:24]([NH:23][C:21]([C:20]2[C:14]3[C:15](=[N:16][CH:17]=[C:12]([C:6]4[C:5]5[C:9](=[CH:10][C:2]([F:1])=[CH:3][CH:4]=5)[N:8]([CH3:11])[N:7]=4)[N:13]=3)[N:18]([CH2:42][O:43][CH2:44][CH2:45][Si:46]([CH3:47])([CH3:49])[CH3:48])[CH:19]=2)=[O:22])[CH3:25])[CH2:29]1, predict the reactants needed to synthesize it. The reactants are: [F:1][C:2]1[CH:10]=[C:9]2[C:5]([C:6]([C:12]3[N:13]=[C:14]4[C:20]([C:21]([NH:23][CH:24]([C@H:26]5[CH2:29][C@H:28]([O:30]C(=O)C6C=CC([N+]([O-])=O)=CC=6)[CH2:27]5)[CH3:25])=[O:22])=[CH:19][N:18]([CH2:42][O:43][CH2:44][CH2:45][Si:46]([CH3:49])([CH3:48])[CH3:47])[C:15]4=[N:16][CH:17]=3)=[N:7][N:8]2[CH3:11])=[CH:4][CH:3]=1.[OH-].[Na+].CO.